From a dataset of Reaction yield outcomes from USPTO patents with 853,638 reactions. Predict the reaction yield, written as a fraction of the theoretical maximum amount of product (1.0 means a 100% yield; for example, 0.34 means a 34% yield). The product is [CH3:40][C:36]1[CH:35]=[C:34]([NH:33][C:25]2[CH:24]=[CH:23][CH:22]=[C:21]([C:8]3([C:4]4[CH:5]=[CH:6][CH:7]=[CH:2][CH:3]=4)[C:9]4[CH:10]=[CH:11][CH:12]=[CH:13][C:14]=4[C:15]4[C:20]3=[CH:19][CH:18]=[CH:17][CH:16]=4)[CH:26]=2)[CH:39]=[CH:38][CH:37]=1. The yield is 0.820. The reactants are Br[C:2]1[CH:3]=[C:4]([C:8]2([C:21]3[CH:26]=[CH:25][CH:24]=[CH:23][CH:22]=3)[C:20]3[CH:19]=[CH:18][CH:17]=[CH:16][C:15]=3[C:14]3[C:9]2=[CH:10][CH:11]=[CH:12][CH:13]=3)[CH:5]=[CH:6][CH:7]=1.CC(C)([O-])C.[Na+].[NH2:33][C:34]1[CH:39]=[CH:38][CH:37]=[C:36]([CH3:40])[CH:35]=1.C(P(C(C)(C)C)C(C)(C)C)(C)(C)C. The catalyst is C1C=CC(/C=C/C(/C=C/C2C=CC=CC=2)=O)=CC=1.C1C=CC(/C=C/C(/C=C/C2C=CC=CC=2)=O)=CC=1.[Pd].CCCCCC.C1(C)C=CC=CC=1.